This data is from Peptide-MHC class II binding affinity with 134,281 pairs from IEDB. The task is: Regression. Given a peptide amino acid sequence and an MHC pseudo amino acid sequence, predict their binding affinity value. This is MHC class II binding data. (1) The peptide sequence is AAATAGTTVYKAFAA. The MHC is HLA-DQA10102-DQB10602 with pseudo-sequence HLA-DQA10102-DQB10602. The binding affinity (normalized) is 0.654. (2) The peptide sequence is VEVWQGLALLSEAVL. The MHC is DRB5_0101 with pseudo-sequence DRB5_0101. The binding affinity (normalized) is 0.119. (3) The peptide sequence is DEELLKAVRIIKILYQSNP. The MHC is HLA-DPA10201-DPB10101 with pseudo-sequence HLA-DPA10201-DPB10101. The binding affinity (normalized) is 0.433. (4) The peptide sequence is IVGRGDSRLTYQWHK. The MHC is DRB1_0701 with pseudo-sequence DRB1_0701. The binding affinity (normalized) is 0.0786. (5) The peptide sequence is VRSGGHDYEGLSYRS. The MHC is DRB1_1501 with pseudo-sequence DRB1_1501. The binding affinity (normalized) is 0.295. (6) The peptide sequence is YEGLSYRSLQPEEFA. The MHC is DRB1_0405 with pseudo-sequence DRB1_0405. The binding affinity (normalized) is 0.483.